This data is from Forward reaction prediction with 1.9M reactions from USPTO patents (1976-2016). The task is: Predict the product of the given reaction. Given the reactants [Cl:1][C:2]1[CH:7]=[CH:6][C:5]([C:8]2[N:9]([CH2:23][C@H:24]([OH:29])[C:25]([F:28])([F:27])[F:26])[C:10](=[O:22])[N:11]([CH2:13][C:14]3[N:18]=[C:17]([CH:19]([OH:21])[CH3:20])[NH:16][N:15]=3)[N:12]=2)=[CH:4][CH:3]=1.[F:30][C:31]1[C:36]([F:37])=[CH:35][CH:34]=[CH:33][C:32]=1B(O)O.B(O)O, predict the reaction product. The product is: [Cl:1][C:2]1[CH:3]=[CH:4][C:5]([C:8]2[N:9]([CH2:23][C@H:24]([OH:29])[C:25]([F:26])([F:28])[F:27])[C:10](=[O:22])[N:11]([CH2:13][C:14]3[N:18]=[C:17]([CH:19]([OH:21])[CH3:20])[N:16]([C:35]4[CH:34]=[CH:33][CH:32]=[C:31]([F:30])[C:36]=4[F:37])[N:15]=3)[N:12]=2)=[CH:6][CH:7]=1.